This data is from Acute oral toxicity (LD50) regression data from Zhu et al.. The task is: Regression/Classification. Given a drug SMILES string, predict its toxicity properties. Task type varies by dataset: regression for continuous values (e.g., LD50, hERG inhibition percentage) or binary classification for toxic/non-toxic outcomes (e.g., AMES mutagenicity, cardiotoxicity, hepatotoxicity). Dataset: ld50_zhu. (1) The compound is CC(C)(C)C1CCC(=O)CC1. The rat oral LD50 is 1.49, given as -log10 of the dose in mol/kg body weight (higher means more acutely toxic). (2) The drug is CC1(O)CC(C)(O)OO1. The rat oral LD50 is 1.67, given as -log10 of the dose in mol/kg body weight (higher means more acutely toxic). (3) The rat oral LD50 is 2.00, given as -log10 of the dose in mol/kg body weight (higher means more acutely toxic). The molecule is O=C1c2ccccc2C(=O)N1SC1CCCCC1.